This data is from Retrosynthesis with 50K atom-mapped reactions and 10 reaction types from USPTO. The task is: Predict the reactants needed to synthesize the given product. (1) The reactants are: CC(C)OC(=O)N[C@@H]1Cc2[nH]c3ccc(C#N)cc3c2C1.COc1ccccc1CCl. Given the product COc1ccccc1Cn1c2c(c3cc(C#N)ccc31)C[C@H](NC(=O)OC(C)C)C2, predict the reactants needed to synthesize it. (2) Given the product COC(=O)C1SCCc2c(Br)cccc21, predict the reactants needed to synthesize it. The reactants are: COC(=O)C(Cl)SCCc1ccccc1Br. (3) Given the product O=C(Nc1ccc(-n2nc(-c3cccnc3)cc2C(F)(F)F)nn1)C1CCCNC1, predict the reactants needed to synthesize it. The reactants are: CC(C)(C)OC(=O)N1CCCC(C(=O)Nc2ccc(-n3nc(-c4cccnc4)cc3C(F)(F)F)nn2)C1. (4) Given the product COc1cc(N)c(C#N)cc1CO, predict the reactants needed to synthesize it. The reactants are: COC(=O)c1cc(C#N)c(N)cc1OC.